Dataset: Reaction yield outcomes from USPTO patents with 853,638 reactions. Task: Predict the reaction yield, written as a fraction of the theoretical maximum amount of product (1.0 means a 100% yield; for example, 0.34 means a 34% yield). (1) The reactants are [Br:1][C:2]1[C:7]2[O:8][CH2:9][CH:10]([OH:13])[CH2:11][NH:12][C:6]=2[CH:5]=[CH:4][CH:3]=1.N1C=CN=C1.[CH3:19][C:20]([Si:23](Cl)([CH3:25])[CH3:24])([CH3:22])[CH3:21]. The catalyst is CN(C=O)C.C(=O)(O)[O-].[Na+]. The product is [Br:1][C:2]1[C:7]2[O:8][CH2:9][CH:10]([O:13][Si:23]([C:20]([CH3:22])([CH3:21])[CH3:19])([CH3:25])[CH3:24])[CH2:11][NH:12][C:6]=2[CH:5]=[CH:4][CH:3]=1. The yield is 0.920. (2) The reactants are [NH2:1][C:2]1[CH:3]=[CH:4][N:5]([CH3:27])[C:6]2[C:7]=1[CH:8]=[CH:9][C:10]1[N:19]([C:20]3[CH:25]=[CH:24][C:23]([F:26])=[CH:22][CH:21]=3)[CH2:18][CH:17]=[C:12]3[NH:13][C:14](=[O:16])[C:15]=2[C:11]=13.C(N(CC)C(C)C)(C)C.CN(C(ON1N=NC2C=CC=NC1=2)=[N+](C)C)C.F[P-](F)(F)(F)(F)F.[F:61][C:62]1[CH:63]=[CH:64][C:65]([O:72][CH3:73])=[C:66]([CH2:68][C:69](O)=[O:70])[CH:67]=1. The catalyst is CN(C)C(=O)C. The product is [F:61][C:62]1[CH:63]=[CH:64][C:65]([O:72][CH3:73])=[C:66]([CH2:68][C:69]([NH:1][C:2]2[CH:3]=[CH:4][N:5]([CH3:27])[C:6]3[C:7]=2[CH:8]=[CH:9][C:10]2[N:19]([C:20]4[CH:21]=[CH:22][C:23]([F:26])=[CH:24][CH:25]=4)[CH2:18][CH:17]=[C:12]4[NH:13][C:14](=[O:16])[C:15]=3[C:11]=24)=[O:70])[CH:67]=1. The yield is 0.910. (3) The catalyst is CS(C)=O. The reactants are [H-].[Na+].[C:3]([O:6][C@H:7]([CH3:24])[CH2:8][CH2:9][CH2:10][CH2:11][N:12]1[C:21](=[O:22])[C:20]2[NH:19][N:18]=[N:17][C:16]=2[N:15]([CH3:23])[C:13]1=[O:14])(=[O:5])[CH3:4].[CH3:25]I. The yield is 0.310. The product is [C:3]([O:6][C@H:7]([CH3:24])[CH2:8][CH2:9][CH2:10][CH2:11][N:12]1[C:21](=[O:22])[C:20]2[N:19]([CH3:25])[N:18]=[N:17][C:16]=2[N:15]([CH3:23])[C:13]1=[O:14])(=[O:5])[CH3:4]. (4) The reactants are [C:1]1(=[O:7])[O:6][C:4](=[O:5])[CH:3]=[CH:2]1.[Cl-].[Al+3].[Cl-].[Cl-].[Cl:12][C:13]1[CH:18]=[CH:17][CH:16]=[CH:15][C:14]=1[O:19][CH3:20].Cl. The catalyst is ClC1C=CC=CC=1. The product is [Cl:12][C:13]1[CH:18]=[C:17]([C:4](=[O:5])/[CH:3]=[CH:2]/[C:1]([OH:6])=[O:7])[CH:16]=[CH:15][C:14]=1[O:19][CH3:20]. The yield is 0.605.